Dataset: Full USPTO retrosynthesis dataset with 1.9M reactions from patents (1976-2016). Task: Predict the reactants needed to synthesize the given product. (1) Given the product [CH3:10][NH:9][C:7](=[O:8])[C:5]1[C:4](=[CH:3][CH:2]=[CH:1][CH:6]=1)[OH:12], predict the reactants needed to synthesize it. The reactants are: [CH:1]1[CH:2]=[CH:3][C:4]2[O:12][C:10](=O)[NH:9][C:7](=[O:8])[C:5]=2[CH:6]=1.IC.C(=O)([O-])[O-].[Na+].[Na+]. (2) Given the product [CH:14]1([CH2:17][CH2:18][NH:19][C:20]([C:22]2[N:23]=[N:24][C:25]([N:28]3[CH2:33][CH2:32][N:31]([C:7]([C:6]4[CH:10]=[CH:11][CH:12]=[CH:13][C:5]=4[O:4][C:1](=[O:3])[CH3:2])=[O:8])[CH2:30][CH2:29]3)=[CH:26][CH:27]=2)=[O:21])[CH2:16][CH2:15]1, predict the reactants needed to synthesize it. The reactants are: [C:1]([O:4][C:5]1[C:6](=[CH:10][CH:11]=[CH:12][CH:13]=1)[C:7](Cl)=[O:8])(=[O:3])[CH3:2].[CH:14]1([CH2:17][CH2:18][NH:19][C:20]([C:22]2[N:23]=[N:24][C:25]([N:28]3[CH2:33][CH2:32][NH:31][CH2:30][CH2:29]3)=[CH:26][CH:27]=2)=[O:21])[CH2:16][CH2:15]1.